From a dataset of Full USPTO retrosynthesis dataset with 1.9M reactions from patents (1976-2016). Predict the reactants needed to synthesize the given product. (1) Given the product [CH3:1][O:2][C:3]1[CH:4]=[C:5]2[CH2:14][CH:13]([CH2:15][CH:16]3[CH2:17][CH2:18][N:19]([CH2:22][C:23]4[CH:28]=[CH:27][CH:26]=[CH:25][CH:24]=4)[CH2:20][CH2:21]3)[C:11](=[O:12])[C:6]2=[CH:7][C:8]=1[O:9][CH3:10].[OH2:33].[ClH:29], predict the reactants needed to synthesize it. The reactants are: [CH3:1][O:2][C:3]1[CH:4]=[C:5]2[CH2:14][CH:13]([CH2:15][CH:16]3[CH2:21][CH2:20][N:19]([CH2:22][C:23]4[CH:24]=[CH:25][CH:26]=[CH:27][CH:28]=4)[CH2:18][CH2:17]3)[C:11](=[O:12])[C:6]2=[CH:7][C:8]=1[O:9][CH3:10].[ClH:29].C([O:33]C(C)C)(C)C. (2) Given the product [CH:1]1([C@@H:5]([C:11]2[CH:16]=[CH:15][CH:14]=[C:13]([OH:17])[CH:12]=2)[CH2:6][C:7]([O:9][CH2:10][CH3:18])=[O:8])[CH2:2][CH2:3][CH2:4]1.[CH:52]1([C@H:56]([C:38]2[CH:39]=[CH:40][CH:41]=[C:36]([OH:35])[CH:37]=2)[CH2:57][C:58]([O:60][CH2:61][CH3:62])=[O:59])[CH2:53][CH2:54][CH2:55]1, predict the reactants needed to synthesize it. The reactants are: [CH:1]1([C@@H:5]([C:11]2[CH:16]=[CH:15][CH:14]=[C:13]([OH:17])[CH:12]=2)[CH2:6][C:7]([O:9][CH3:10])=[O:8])[CH2:4][CH2:3][CH2:2]1.[CH:18]1([C@H](C2C=CC=C(O)C=2)CC(OC)=O)CCC1.[OH:35][C:36]1[CH:37]=[C:38](B(O)O)[CH:39]=[CH:40][CH:41]=1.O1CCOCC1.O.[CH:52]1(/[CH:56]=[CH:57]/[C:58]([O:60][CH2:61][CH3:62])=[O:59])[CH2:55][CH2:54][CH2:53]1. (3) Given the product [CH3:1][O:2][C:3](=[O:28])[CH2:4][O:5][C:6]1[CH:15]=[CH:14][C:13]([F:16])=[C:12]2[C:7]=1[C:8]([CH3:27])=[C:9]([CH2:18][C:19]1[CH:20]=[CH:21][C:22]([C:25]#[N:26])=[CH:23][CH:24]=1)[C:10]([O:17][CH:30]([F:32])[F:31])=[N:11]2, predict the reactants needed to synthesize it. The reactants are: [CH3:1][O:2][C:3](=[O:28])[CH2:4][O:5][C:6]1[CH:15]=[CH:14][C:13]([F:16])=[C:12]2[C:7]=1[C:8]([CH3:27])=[C:9]([CH2:18][C:19]1[CH:24]=[CH:23][C:22]([C:25]#[N:26])=[CH:21][CH:20]=1)[C:10]([OH:17])=[N:11]2.Cl[CH:30]([F:32])[F:31]. (4) Given the product [CH3:19][C:9]([OH:20])([C:8]([NH:7][C:6]1[CH:22]=[CH:23][C:3]([C:1]#[N:2])=[C:4]([C:24]([F:27])([F:25])[F:26])[CH:5]=1)=[O:21])[CH2:10][S:11]([C:12]1[CH:13]=[CH:14][C:15]([F:18])=[CH:16][CH:17]=1)(=[O:35])=[O:41], predict the reactants needed to synthesize it. The reactants are: [C:1]([C:3]1[CH:23]=[CH:22][C:6]([NH:7][C:8](=[O:21])[C:9]([OH:20])([CH3:19])[CH2:10][S:11][C:12]2[CH:17]=[CH:16][C:15]([F:18])=[CH:14][CH:13]=2)=[CH:5][C:4]=1[C:24]([F:27])([F:26])[F:25])#[N:2].C1C=C(C(O)=[O:35])C(C(OO)=O)=CC=1.[OH-:41].[K+]. (5) The reactants are: [CH3:1][C:2]1[CH:3]=[C:4]([NH:9][C:10]2[CH:15]=[CH:14][CH:13]=[CH:12][CH:11]=2)[C:5]([NH2:8])=[CH:6][CH:7]=1.[C:16]([O:20][C:21]([NH:23][C@@H:24]([CH3:28])[C:25](O)=O)=[O:22])([CH3:19])([CH3:18])[CH3:17].C1C=NC2N(O)N=NC=2C=1.Cl.CN(C)CCCN=C=NCC.CN1CCOCC1. Given the product [C:16]([O:20][C:21](=[O:22])[NH:23][C@H:24]([C:25]1[N:9]([C:10]2[CH:11]=[CH:12][CH:13]=[CH:14][CH:15]=2)[C:4]2[CH:3]=[C:2]([CH3:1])[CH:7]=[CH:6][C:5]=2[N:8]=1)[CH3:28])([CH3:19])([CH3:18])[CH3:17], predict the reactants needed to synthesize it.